From a dataset of Reaction yield outcomes from USPTO patents with 853,638 reactions. Predict the reaction yield, written as a fraction of the theoretical maximum amount of product (1.0 means a 100% yield; for example, 0.34 means a 34% yield). (1) The reactants are [Cl-].O[NH3+:3].[C:4](=[O:7])([O-])[OH:5].[Na+].CS(C)=O.[CH2:13]([C:17]1[N:18]=[C:19]([CH3:51])[N:20]([CH2:39][C:40]2[N:41]=[C:42]([C:45]3[CH:50]=[CH:49][CH:48]=[CH:47][N:46]=3)[S:43][CH:44]=2)[C:21](=[O:38])[C:22]=1[CH2:23][C:24]1[CH:29]=[CH:28][C:27]([C:30]2[C:31]([C:36]#[N:37])=[CH:32][CH:33]=[CH:34][CH:35]=2)=[CH:26][CH:25]=1)[CH2:14][CH2:15][CH3:16]. The catalyst is C(OCC)(=O)C. The product is [CH2:13]([C:17]1[N:18]=[C:19]([CH3:51])[N:20]([CH2:39][C:40]2[N:41]=[C:42]([C:45]3[CH:50]=[CH:49][CH:48]=[CH:47][N:46]=3)[S:43][CH:44]=2)[C:21](=[O:38])[C:22]=1[CH2:23][C:24]1[CH:29]=[CH:28][C:27]([C:30]2[CH:35]=[CH:34][CH:33]=[CH:32][C:31]=2[C:36]2[NH:3][C:4](=[O:7])[O:5][N:37]=2)=[CH:26][CH:25]=1)[CH2:14][CH2:15][CH3:16]. The yield is 0.490. (2) The reactants are [CH3:1][O:2][C:3](=[O:15])[C:4]1[C:5](=[C:10]([OH:14])[CH:11]=[CH:12][CH:13]=1)[C:6]([O:8][CH3:9])=[O:7].C(=O)([O-])[O-].[K+].[K+].[Cl:22][C:23]1[CH:24]=[C:25]([CH:28]=[CH:29][CH:30]=1)[CH2:26]Br. The catalyst is CC(C)=O. The product is [CH3:1][O:2][C:3](=[O:15])[C:4]1[C:5](=[C:10]([O:14][CH2:26][C:25]2[CH:28]=[CH:29][CH:30]=[C:23]([Cl:22])[CH:24]=2)[CH:11]=[CH:12][CH:13]=1)[C:6]([O:8][CH3:9])=[O:7]. The yield is 0.920. (3) The reactants are [Br:1][C:2]1[CH:7]=[CH:6][N:5]=[C:4](F)[CH:3]=1.[N:9]1[CH:14]=[CH:13][CH:12]=[CH:11][C:10]=1[CH2:15][NH2:16]. The catalyst is CN1C(=O)CCC1. The product is [Br:1][C:2]1[CH:7]=[CH:6][N:5]=[C:4]([NH:16][CH2:15][C:10]2[CH:11]=[CH:12][CH:13]=[CH:14][N:9]=2)[CH:3]=1. The yield is 0.176. (4) The yield is 0.970. The reactants are CS(O[CH2:6][CH2:7][CH2:8][CH2:9][N:10]1[CH:14]=[C:13]([C:15](=[O:24])[NH:16][CH2:17][C:18]2[CH:23]=[CH:22][CH:21]=[CH:20][N:19]=2)[N:12]=[N:11]1)(=O)=O.[N-:25]=[N+:26]=[N-:27].[Na+]. The catalyst is CN(C=O)C.CCOCC. The product is [N:25]([CH2:6][CH2:7][CH2:8][CH2:9][N:10]1[CH:14]=[C:13]([C:15]([NH:16][CH2:17][C:18]2[CH:23]=[CH:22][CH:21]=[CH:20][N:19]=2)=[O:24])[N:12]=[N:11]1)=[N+:26]=[N-:27]. (5) The reactants are C1C=CC(P(C2C(C3C(P(C4C=CC=CC=4)C4C=CC=CC=4)=CC=C4C=3C=CC=C4)=C3C(C=CC=C3)=CC=2)C2C=CC=CC=2)=CC=1.Br[C:48]1[S:52][C:51]([C:53]([OH:55])=[O:54])=[CH:50][CH:49]=1.[C:56]([C:60]#[CH:61])([CH3:59])([CH3:58])[CH3:57]. The catalyst is [Cu]I.C1C=CC(/C=C/C(/C=C/C2C=CC=CC=2)=O)=CC=1.C1C=CC(/C=C/C(/C=C/C2C=CC=CC=2)=O)=CC=1.C1C=CC(/C=C/C(/C=C/C2C=CC=CC=2)=O)=CC=1.[Pd].[Pd].CN(C=O)C. The product is [CH3:57][C:56]([CH3:59])([CH3:58])[C:60]#[C:61][C:48]1[S:52][C:51]([C:53]([OH:55])=[O:54])=[CH:50][CH:49]=1. The yield is 0.650.